Dataset: Catalyst prediction with 721,799 reactions and 888 catalyst types from USPTO. Task: Predict which catalyst facilitates the given reaction. (1) Reactant: BrBr.[CH3:3][O:4][C:5]1[CH:10]=[CH:9][C:8]([CH:11]2[CH:16]=[CH:15][NH:14][NH:13][C:12]2=[O:17])=[CH:7][CH:6]=1.C([O-])(O)=O.[Na+]. Product: [CH3:3][O:4][C:5]1[CH:6]=[CH:7][C:8]([C:11]2[C:12](=[O:17])[NH:13][N:14]=[CH:15][CH:16]=2)=[CH:9][CH:10]=1. The catalyst class is: 52. (2) Reactant: [CH3:1][O:2][C:3](=[O:21])[CH2:4][CH2:5][CH2:6][CH2:7][CH2:8][CH2:9][CH2:10]/[CH:11]=[CH:12]\[CH2:13]/[CH:14]=[CH:15]\[CH2:16][CH2:17][CH2:18][CH2:19][CH3:20].ClCCl.C([Zn][CH2:28][CH3:29])C.ICI. Product: [CH3:1][O:2][C:3](=[O:21])[CH2:4][CH2:5][CH2:6][CH2:7][CH2:8][CH2:9][CH2:10][CH:11]1[CH2:12][CH:13]1[CH2:14][CH:15]1[CH2:16][CH:17]1[CH2:18][CH2:19][CH2:20][CH2:28][CH3:29]. The catalyst class is: 81. (3) Reactant: O=[C:2]1[CH2:7][CH2:6][CH:5]([C:8]2[CH:17]=[CH:16][C:11]3[NH:12][C:13](=[O:15])[S:14][C:10]=3[CH:9]=2)[CH2:4][CH2:3]1.[F:18][C:19]1[CH:24]=[CH:23][C:22]([CH2:25][CH2:26][CH2:27][NH2:28])=[CH:21][CH:20]=1.[BH4-].[Na+]. Product: [F:18][C:19]1[CH:20]=[CH:21][C:22]([CH2:25][CH2:26][CH2:27][NH:28][C@H:2]2[CH2:7][CH2:6][C@H:5]([C:8]3[CH:17]=[CH:16][C:11]4[NH:12][C:13](=[O:15])[S:14][C:10]=4[CH:9]=3)[CH2:4][CH2:3]2)=[CH:23][CH:24]=1. The catalyst class is: 41. (4) Reactant: [NH2:1][C:2]1[C:10]2[C:5](=[N:6][C:7]([O:13][CH2:14][C:15]([OH:17])=O)=[C:8]([Cl:12])[C:9]=2[CH3:11])[S:4][C:3]=1[C:18](=[O:23])[NH:19][CH:20]1[CH2:22][CH2:21]1.O.O[N:26]1C2C=CC=CC=2N=[N:27]1.[CH:35]([N:38]([CH2:42][CH3:43])[CH:39](C)C)(C)[CH3:36].Cl.CN(C)CCCN=C=NCC.CN1CCNCC1. Product: [CH3:39][N:38]1[CH2:42][CH2:43][N:26]([NH:27][C:15](=[O:17])[CH2:14][O:13][C:7]2[N:6]=[C:5]3[S:4][C:3]([C:18](=[O:23])[NH:19][CH:20]4[CH2:22][CH2:21]4)=[C:2]([NH2:1])[C:10]3=[C:9]([CH3:11])[C:8]=2[Cl:12])[CH2:36][CH2:35]1. The catalyst class is: 198.